From a dataset of Reaction yield outcomes from USPTO patents with 853,638 reactions. Predict the reaction yield, written as a fraction of the theoretical maximum amount of product (1.0 means a 100% yield; for example, 0.34 means a 34% yield). (1) The yield is 0.668. The reactants are C([O:5][C:6](=[O:33])[C:7]1[CH:12]=[CH:11][C:10]([CH2:13][N:14]2[CH:23]=[CH:22][C:21]3[C:16](=[CH:17][C:18]([C:24]#[C:25][CH2:26][N:27]4[CH:31]=[CH:30][N:29]=[CH:28]4)=[CH:19][CH:20]=3)[C:15]2=[O:32])=[CH:9][CH:8]=1)(C)(C)C.FC(F)(F)C(O)=O. The product is [N:27]1([CH2:26][C:25]#[C:24][C:18]2[CH:17]=[C:16]3[C:21]([CH:22]=[CH:23][N:14]([CH2:13][C:10]4[CH:9]=[CH:8][C:7]([C:6]([OH:33])=[O:5])=[CH:12][CH:11]=4)[C:15]3=[O:32])=[CH:20][CH:19]=2)[CH:31]=[CH:30][N:29]=[CH:28]1. No catalyst specified. (2) The catalyst is CN(C)C=O.O. The reactants are [Cl:1][C:2]1[C:11]([CH:12]=[O:13])=[CH:10][C:9]2[C:4](=[CH:5][CH:6]=[C:7]([OH:14])[CH:8]=2)[N:3]=1.Br[CH2:16][C:17]([O:19][C:20]([CH3:23])([CH3:22])[CH3:21])=[O:18].C(=O)([O-])[O-].[K+].[K+]. The product is [Cl:1][C:2]1[C:11]([CH:12]=[O:13])=[CH:10][C:9]2[C:4](=[CH:5][CH:6]=[C:7]([O:14][CH2:16][C:17]([O:19][C:20]([CH3:23])([CH3:22])[CH3:21])=[O:18])[CH:8]=2)[N:3]=1. The yield is 0.990. (3) The reactants are [F:1][C:2]([F:32])([F:31])[C:3]1[CH:4]=[C:5]([CH:28]=[CH:29][CH:30]=1)[C:6]([NH:8][C:9]1[CH:10]=[C:11]([CH:25]=[CH:26][CH:27]=1)[O:12][C:13]1[CH:14]=[CH:15][C:16]2[N:17]([CH:19]=[C:20](C(O)=O)[N:21]=2)[N:18]=1)=[O:7].C1(P(N=[N+]=[N-])(C2C=CC=CC=2)=[O:40])C=CC=CC=1.C([N:52]([CH2:55]C)CC)C.[C:57]([OH:61])([CH3:60])([CH3:59])[CH3:58]. The catalyst is C(OCC)(=O)C. The product is [F:1][C:2]([F:32])([F:31])[C:3]1[CH:4]=[C:5]([CH:28]=[CH:29][CH:30]=1)[C:6]([NH:8][C:9]1[CH:10]=[C:11]([CH:25]=[CH:26][CH:27]=1)[O:12][C:13]1[CH:14]=[CH:15][C:16]2[N:17]([CH:19]=[C:20]([NH:52][C:55](=[O:40])[O:61][C:57]([CH3:60])([CH3:59])[CH3:58])[N:21]=2)[N:18]=1)=[O:7]. The yield is 0.390.